This data is from Full USPTO retrosynthesis dataset with 1.9M reactions from patents (1976-2016). The task is: Predict the reactants needed to synthesize the given product. (1) Given the product [F:1][C:2]1[CH:7]=[CH:6][CH:5]=[CH:4][C:3]=1[S:8][C:9]1[C:17]2=[N:71][CH:15]=[CH:14][CH:13]=[C:12]2[N:11]([C:19]2[N:24]=[C:23]([NH2:25])[C:22]([N+:26]([O-:28])=[O:27])=[C:21]([NH2:29])[N:20]=2)[N:10]=1, predict the reactants needed to synthesize it. The reactants are: [F:1][C:2]1[CH:7]=[CH:6][CH:5]=[CH:4][C:3]=1[S:8][C:9]1[C:17]2[C:12](=[CH:13][CH:14]=[CH:15]C=2)[NH:11][N:10]=1.Cl[C:19]1[N:24]=[C:23]([NH2:25])[C:22]([N+:26]([O-:28])=[O:27])=[C:21]([NH2:29])[N:20]=1.C1(P(C2CCCCC2)C2C=CC=CC=2C2C(C(C)C)=CC(C(C)C)=CC=2C(C)C)CCCCC1.C(=O)([O-])[O-].[Cs+].[Cs+].C[N:71](C=O)C. (2) Given the product [N:1]1[C:6]2[CH:7]=[CH:8][CH:9]=[CH:10][C:5]=2[N:4]=[C:3]([N:11]2[CH2:16][CH2:15][N:14]([CH2:17][C:18]([NH:20][C:21]3[CH:30]=[CH:29][CH:28]=[CH:27][C:22]=3[C:23]([OH:25])=[O:24])=[O:19])[CH2:13][CH2:12]2)[N:2]=1, predict the reactants needed to synthesize it. The reactants are: [N:1]1[C:6]2[CH:7]=[CH:8][CH:9]=[CH:10][C:5]=2[N:4]=[C:3]([N:11]2[CH2:16][CH2:15][N:14]([CH2:17][C:18]([NH:20][C:21]3[CH:30]=[CH:29][CH:28]=[CH:27][C:22]=3[C:23]([O:25]C)=[O:24])=[O:19])[CH2:13][CH2:12]2)[N:2]=1.[Li+].[OH-].CO. (3) Given the product [Cl:28][C:29]1[CH:30]=[C:31]([CH:35]=[CH:36][CH:37]=1)[C:32]([NH:2][CH2:3][C:4](=[O:5])[NH:6][CH:7]([C:14]1[CH:19]=[CH:18][C:17]([Cl:20])=[CH:16][CH:15]=1)[C:8]1[CH:13]=[CH:12][CH:11]=[CH:10][CH:9]=1)=[O:33], predict the reactants needed to synthesize it. The reactants are: Cl.[NH2:2][CH2:3][C:4]([NH:6][CH:7]([C:14]1[CH:19]=[CH:18][C:17]([Cl:20])=[CH:16][CH:15]=1)[C:8]1[CH:13]=[CH:12][CH:11]=[CH:10][CH:9]=1)=[O:5].C(N(CC)CC)C.[Cl:28][C:29]1[CH:30]=[C:31]([CH:35]=[CH:36][CH:37]=1)[C:32](Cl)=[O:33]. (4) Given the product [CH3:14][O:15][C:16](=[O:30])[CH2:17][C:18]1[C:22]2[C:23]([CH3:29])=[CH:24][C:25]([O:28][CH2:38][C:37]3[C:32]([CH3:31])=[N:33][C:34]([C:40]([F:43])([F:41])[F:42])=[CH:35][CH:36]=3)=[C:26]([F:27])[C:21]=2[S:20][CH:19]=1, predict the reactants needed to synthesize it. The reactants are: C(P(CCCC)CCCC)CCC.[CH3:14][O:15][C:16](=[O:30])[CH2:17][C:18]1[C:22]2[C:23]([CH3:29])=[CH:24][C:25]([OH:28])=[C:26]([F:27])[C:21]=2[S:20][CH:19]=1.[CH3:31][C:32]1[C:37]([CH2:38]O)=[CH:36][CH:35]=[C:34]([C:40]([F:43])([F:42])[F:41])[N:33]=1.C1CCN(C(N=NC(N2CCCCC2)=O)=O)CC1. (5) Given the product [CH2:48]([O:47][C:45](=[O:46])[CH2:44][CH2:43][C:38]1[CH:39]=[C:40]([CH:41]=[CH:42][C:37]=1[O:36][CH2:32][CH:33]([CH3:35])[CH3:34])[C:8]([C:7]1[CH:11]=[CH:12][C:13]([C:15]([O:17][CH2:18][CH:19]([CH3:21])[CH3:20])=[O:16])=[CH:14][C:6]=1[O:5][CH2:1][CH:2]([CH3:3])[CH3:4])=[O:10])[CH3:49], predict the reactants needed to synthesize it. The reactants are: [CH2:1]([O:5][C:6]1[CH:14]=[C:13]([C:15]([O:17][CH2:18][CH:19]([CH3:21])[CH3:20])=[O:16])[CH:12]=[CH:11][C:7]=1[C:8]([OH:10])=O)[CH:2]([CH3:4])[CH3:3].C(Cl)(=O)C(Cl)=O.[Cl-].[Al+3].[Cl-].[Cl-].[CH2:32]([O:36][C:37]1[CH:42]=[CH:41][CH:40]=[CH:39][C:38]=1[CH2:43][CH2:44][C:45]([O:47][CH2:48][CH3:49])=[O:46])[CH:33]([CH3:35])[CH3:34]. (6) The reactants are: Br[CH:2]=[C:3]([C:5]1[CH:10]=[CH:9][N:8]=[CH:7][CH:6]=1)[CH3:4].P([O-])([O-])([O-])=O.[K+].[K+].[K+].N1CCC[C@H]1C(O)=O.[Cl:27][C:28]1[CH:36]=[CH:35][C:34]2[NH:33][C:32]3[CH2:37][CH2:38][N:39]([CH3:41])[CH2:40][C:31]=3[C:30]=2[CH:29]=1. Given the product [Cl:27][C:28]1[CH:36]=[CH:35][C:34]2[N:33](/[CH:2]=[C:3](\[C:5]3[CH:10]=[CH:9][N:8]=[CH:7][CH:6]=3)/[CH3:4])[C:32]3[CH2:37][CH2:38][N:39]([CH3:41])[CH2:40][C:31]=3[C:30]=2[CH:29]=1, predict the reactants needed to synthesize it.